Dataset: Reaction yield outcomes from USPTO patents with 853,638 reactions. Task: Predict the reaction yield, written as a fraction of the theoretical maximum amount of product (1.0 means a 100% yield; for example, 0.34 means a 34% yield). (1) The reactants are [F:1][C:2]1[CH:7]=[CH:6][C:5]([S:8]([C:11]([CH2:19][C:20]#[C:21][CH3:22])([CH2:15][C:16]#[C:17][CH3:18])[C:12](O)=[O:13])(=[O:10])=[O:9])=[CH:4][CH:3]=1.Cl.[NH2:24][OH:25]. No catalyst specified. The product is [OH:25][NH:24][C:12](=[O:13])[C:11]([S:8]([C:5]1[CH:6]=[CH:7][C:2]([F:1])=[CH:3][CH:4]=1)(=[O:10])=[O:9])([CH2:19][C:20]#[C:21][CH3:22])[CH2:15][C:16]#[C:17][CH3:18]. The yield is 0.770. (2) The reactants are CCN(S(F)(F)[F:7])CC.[CH2:10]([N:12]([CH2:28][CH3:29])[C:13](=[O:27])[C:14]1[C:19]([CH2:20]O)=[CH:18][CH:17]=[C:16]([F:22])[C:15]=1[Si:23]([CH3:26])([CH3:25])[CH3:24])[CH3:11]. The catalyst is C(Cl)Cl. The product is [CH2:10]([N:12]([CH2:28][CH3:29])[C:13](=[O:27])[C:14]1[C:19]([CH2:20][F:7])=[CH:18][CH:17]=[C:16]([F:22])[C:15]=1[Si:23]([CH3:26])([CH3:25])[CH3:24])[CH3:11]. The yield is 0.830. (3) The reactants are [CH3:1][C:2]1[CH:7]=[C:6]([O:8][CH3:9])[CH:5]=[CH:4][C:3]=1[NH:10][C:11]([NH2:13])=[S:12].[C:14]([O:19][CH2:20][Br:21])(=[O:18])[CH:15]([CH3:17])[CH3:16]. The catalyst is CC(C)=O. The product is [BrH:21].[C:14]([O:19][CH2:20][S:12]/[C:11](=[N:10]/[C:3]1[CH:4]=[CH:5][C:6]([O:8][CH3:9])=[CH:7][C:2]=1[CH3:1])/[NH2:13])(=[O:18])[CH:15]([CH3:17])[CH3:16]. The yield is 0.820. (4) The reactants are [C:1]([C:4]1[CH:5]=[C:6]([CH:9]=[CH:10][CH:11]=1)[C:7]#[N:8])(=[O:3])[CH3:2].FC(F)(F)C(OI(C1C=CC=CC=1)OC(=O)C(F)(F)F)=[O:15].FC(F)(F)C(O)=O. The catalyst is C(#N)C.O. The product is [OH:15][CH2:2][C:1]([C:4]1[CH:5]=[C:6]([CH:9]=[CH:10][CH:11]=1)[C:7]#[N:8])=[O:3]. The yield is 0.330.